Task: Predict which catalyst facilitates the given reaction.. Dataset: Catalyst prediction with 721,799 reactions and 888 catalyst types from USPTO (1) Product: [I:1][C:2]1[N:3]=[C:4]([CH2:8][CH2:9][C:10]2[CH:11]=[CH:12][C:13]([C:16]3[CH:21]=[CH:20][CH:19]=[CH:18][N:17]=3)=[CH:14][CH:15]=2)[NH:5][CH:6]=1. The catalyst class is: 40. Reactant: [I:1][C:2]1[N:3]=[C:4]([CH2:8][CH2:9][C:10]2[CH:15]=[CH:14][C:13]([C:16]3[CH:21]=[CH:20][CH:19]=[CH:18][N:17]=3)=[CH:12][CH:11]=2)[NH:5][C:6]=1I.S([O-])([O-])=O.[Na+].[Na+]. (2) Reactant: C(OC([NH:8][CH2:9][C:10]1[NH:14][N:13]=[C:12]([C:15]([O:17][CH2:18][CH3:19])=[O:16])[N:11]=1)=O)(C)(C)C.[C:20]([OH:26])([C:22]([F:25])([F:24])[F:23])=[O:21]. Product: [NH2:8][CH2:9][C:10]1[NH:14][N:13]=[C:12]([C:15]([O:17][CH2:18][CH3:19])=[O:16])[N:11]=1.[C:20]([OH:26])([C:22]([F:25])([F:24])[F:23])=[O:21]. The catalyst class is: 2. (3) Reactant: C1C=C(Cl)C=C(C(OO)=O)C=1.[Cl:12][C:13]1[CH:18]=[CH:17][CH:16]=[C:15]([Cl:19])[C:14]=1[N:20]1[CH:31]=[CH:30][C:23]2[N:24]=[C:25](SC)[N:26]=[CH:27][C:22]=2[C:21]1=[O:32].CCN(C(C)C)C(C)C.[NH2:42][C:43]1[CH:48]=[CH:47][C:46]([N:49]2[CH2:54][CH2:53][N:52]([C:55]([O:57][C:58]([CH3:61])([CH3:60])[CH3:59])=[O:56])[CH2:51][CH2:50]2)=[C:45]([O:62][CH3:63])[CH:44]=1. Product: [Cl:12][C:13]1[CH:18]=[CH:17][CH:16]=[C:15]([Cl:19])[C:14]=1[N:20]1[CH:31]=[CH:30][C:23]2[N:24]=[C:25]([NH:42][C:43]3[CH:48]=[CH:47][C:46]([N:49]4[CH2:54][CH2:53][N:52]([C:55]([O:57][C:58]([CH3:59])([CH3:60])[CH3:61])=[O:56])[CH2:51][CH2:50]4)=[C:45]([O:62][CH3:63])[CH:44]=3)[N:26]=[CH:27][C:22]=2[C:21]1=[O:32]. The catalyst class is: 390.